From a dataset of Full USPTO retrosynthesis dataset with 1.9M reactions from patents (1976-2016). Predict the reactants needed to synthesize the given product. (1) Given the product [OH:37][C@@H:34]1[CH2:35][CH2:36][N:32]([CH2:31][CH2:27][C:26]2[NH:15][C:16](=[O:25])[C:17]3[C:18]([CH:24]=2)=[C:19]([CH3:23])[CH:20]=[CH:21][CH:22]=3)[CH2:33]1, predict the reactants needed to synthesize it. The reactants are: C(NC(C)C)(C)C.C([Li])CCC.C([N:15]([CH2:26][CH3:27])[C:16](=[O:25])[C:17]1[CH:22]=[CH:21][CH:20]=[C:19]([CH3:23])[C:18]=1[CH3:24])C.C(C[CH2:31][N:32]1[CH2:36][CH2:35][C@@H:34]([OH:37])[CH2:33]1)#N. (2) Given the product [F:18][C:19]([F:32])([F:31])[S:20]([O:1][C:2]1[CH:9]=[CH:8][CH:7]=[C:6]([O:10][CH3:11])[C:3]=1[CH:4]=[O:5])(=[O:22])=[O:21], predict the reactants needed to synthesize it. The reactants are: [OH:1][C:2]1[CH:9]=[CH:8][CH:7]=[C:6]([O:10][CH3:11])[C:3]=1[CH:4]=[O:5].N1C=CC=CC=1.[F:18][C:19]([F:32])([F:31])[S:20](O[S:20]([C:19]([F:32])([F:31])[F:18])(=[O:22])=[O:21])(=[O:22])=[O:21].Cl. (3) Given the product [CH3:17][O:16][N:15]([CH3:14])[C:4](=[O:6])[CH2:3][O:2][CH3:1], predict the reactants needed to synthesize it. The reactants are: [CH3:1][O:2][CH2:3][C:4]([OH:6])=O.C(Cl)(=O)C(Cl)=O.Cl.[CH3:14][NH:15][O:16][CH3:17].